From a dataset of Catalyst prediction with 721,799 reactions and 888 catalyst types from USPTO. Predict which catalyst facilitates the given reaction. (1) Reactant: [NH2:1][C:2]1[N:6]([C:7]2[CH:8]=[C:9]([CH2:17]O)[C:10]3[C:15]([CH:16]=2)=[CH:14][CH:13]=[CH:12][CH:11]=3)[N:5]=[C:4]([C:19]([CH3:22])([CH3:21])[CH3:20])[CH:3]=1.O=S(Cl)[Cl:25]. Product: [C:19]([C:4]1[CH:3]=[C:2]([NH2:1])[N:6]([C:7]2[CH:8]=[C:9]([CH2:17][Cl:25])[C:10]3[C:15](=[CH:14][CH:13]=[CH:12][CH:11]=3)[CH:16]=2)[N:5]=1)([CH3:22])([CH3:21])[CH3:20]. The catalyst class is: 1. (2) Reactant: [C:1]([O:5][C:6]([N:8]1[CH2:12][C@@H:11]([C:13]2[CH:18]=[CH:17][CH:16]=[C:15]([Br:19])[CH:14]=2)[C@H:10]([C:20](O)=[O:21])[CH2:9]1)=[O:7])([CH3:4])([CH3:3])[CH3:2].[NH2:23][C:24]1[CH:25]=[C:26]([CH:29]=[CH:30][CH:31]=1)[C:27]#[N:28].P(Cl)(Cl)(Cl)=O. Product: [C:1]([O:5][C:6]([N:8]1[CH2:9][C@@H:10]([C:20](=[O:21])[NH:23][C:24]2[CH:31]=[CH:30][CH:29]=[C:26]([C:27]#[N:28])[CH:25]=2)[C@H:11]([C:13]2[CH:18]=[CH:17][CH:16]=[C:15]([Br:19])[CH:14]=2)[CH2:12]1)=[O:7])([CH3:3])([CH3:4])[CH3:2]. The catalyst class is: 228. (3) Product: [Si:9]([O:8][C:6]1[CH:5]=[CH:4][C:3]([CH2:16][OH:17])=[C:2]([C:24]([OH:25])([CH3:26])[CH3:23])[CH:7]=1)([C:12]([CH3:15])([CH3:14])[CH3:13])([CH3:11])[CH3:10]. Reactant: Br[C:2]1[CH:7]=[C:6]([O:8][Si:9]([C:12]([CH3:15])([CH3:14])[CH3:13])([CH3:11])[CH3:10])[CH:5]=[CH:4][C:3]=1[CH2:16][OH:17].C([Li])CCC.[CH3:23][C:24]([CH3:26])=[O:25]. The catalyst class is: 323. (4) Reactant: [CH2:1]([O:19][CH:20]([CH2:24][O:25][CH2:26][CH2:27][CH2:28][CH2:29][CH2:30][CH2:31][CH2:32][CH2:33]/[CH:34]=[CH:35]\[CH2:36]/[CH:37]=[CH:38]\[CH2:39][CH2:40][CH2:41][CH2:42][CH3:43])[CH2:21][CH:22]=O)[CH2:2][CH2:3][CH2:4][CH2:5][CH2:6][CH2:7][CH2:8]/[CH:9]=[CH:10]\[CH2:11]/[CH:12]=[CH:13]\[CH2:14][CH2:15][CH2:16][CH2:17][CH3:18].C([O-])(=O)C.[Na+].[N:49]1([CH2:54][CH2:55][CH2:56][NH2:57])[CH:53]=[CH:52][N:51]=[CH:50]1.C(O[BH-](OC(=O)C)OC(=O)C)(=O)C.[Na+]. Product: [CH2:1]([O:19][CH:20]([CH2:24][O:25][CH2:26][CH2:27][CH2:28][CH2:29][CH2:30][CH2:31][CH2:32][CH2:33]/[CH:34]=[CH:35]\[CH2:36]/[CH:37]=[CH:38]\[CH2:39][CH2:40][CH2:41][CH2:42][CH3:43])[CH2:21][CH2:22][NH:57][CH2:56][CH2:55][CH2:54][N:49]1[CH:53]=[CH:52][N:51]=[CH:50]1)[CH2:2][CH2:3][CH2:4][CH2:5][CH2:6][CH2:7][CH2:8]/[CH:9]=[CH:10]\[CH2:11]/[CH:12]=[CH:13]\[CH2:14][CH2:15][CH2:16][CH2:17][CH3:18]. The catalyst class is: 130. (5) Reactant: [NH2:1][C:2]1[CH:3]=[C:4]([S:9]([N:12]([CH2:19][CH3:20])[C:13]2[CH:18]=[CH:17][CH:16]=[CH:15][CH:14]=2)(=[O:11])=[O:10])[CH:5]=[CH:6][C:7]=1[CH3:8].[N:21]([C:24]1[CH:33]=[CH:32][CH:31]=[CH:30][C:25]=1[C:26](OC)=[O:27])=[C:22]=[O:23]. Product: [O:23]=[C:22]1[N:1]([C:2]2[CH:3]=[C:4]([S:9]([N:12]([CH2:19][CH3:20])[C:13]3[CH:14]=[CH:15][CH:16]=[CH:17][CH:18]=3)(=[O:11])=[O:10])[CH:5]=[CH:6][C:7]=2[CH3:8])[C:26](=[O:27])[C:25]2[C:24](=[CH:33][CH:32]=[CH:31][CH:30]=2)[NH:21]1. The catalyst class is: 251. (6) Reactant: [CH2:13](CC[N:10]=[C:11]=[O:12])[CH2:14]CC[N:5]=[C:6]=[O:7].[CH2:13](CC[N:10]=[C:11]=[O:12])[CH2:14]CC[N:5]=[C:6]=[O:7].C(CCN=C=[O:31])CCCN=C=[O:31].C([O-])(=O)CCCCCCCCCCC.C([O-])(=O)CCCCCCCCCCC.C([Sn+2]CCCC)CCC. Product: [N-:5]=[C:6]=[O:7].[NH2:10][C:11]([O:12][CH2:13][CH3:14])=[O:31]. The catalyst class is: 13. (7) Reactant: ClCC1C=CC(CC[Si](OC)(OC)[O:12]C)=CC=1.[SiH4].C(=S)([S-])N.[Na+].[C:24]([O-:29])(=[O:28])[C:25]([CH3:27])=[CH2:26].[C:30]1([CH3:36])C=CC=C[CH:31]=1. Product: [CH3:26][C:25]([C:24]([O:29][CH2:36][CH:30]1[O:12][CH2:31]1)=[O:28])=[CH2:27]. The catalyst class is: 283.